This data is from Catalyst prediction with 721,799 reactions and 888 catalyst types from USPTO. The task is: Predict which catalyst facilitates the given reaction. (1) The catalyst class is: 101. Product: [CH2:20]([C:17]1[CH:16]=[N:15][C:14]([N:11]2[CH2:12][CH2:13][CH:8]([N:4]3[CH2:5][CH2:6][CH2:7][C@H:2]([NH:1][C:70]4[CH:75]=[C:74]([CH3:76])[C:73]([S:77]([CH3:80])(=[O:79])=[O:78])=[CH:72][C:71]=4[F:81])[C:3]3=[O:22])[CH2:9][CH2:10]2)=[N:19][CH:18]=1)[CH3:21]. Reactant: [NH2:1][C@H:2]1[CH2:7][CH2:6][CH2:5][N:4]([CH:8]2[CH2:13][CH2:12][N:11]([C:14]3[N:19]=[CH:18][C:17]([CH2:20][CH3:21])=[CH:16][N:15]=3)[CH2:10][CH2:9]2)[C:3]1=[O:22].C1C=CC(P(C2C(C3C(P(C4C=CC=CC=4)C4C=CC=CC=4)=CC=C4C=3C=CC=C4)=C3C(C=CC=C3)=CC=2)C2C=CC=CC=2)=CC=1.Br[C:70]1[CH:75]=[C:74]([CH3:76])[C:73]([S:77]([CH3:80])(=[O:79])=[O:78])=[CH:72][C:71]=1[F:81].C([O-])([O-])=O.[Cs+].[Cs+]. (2) Reactant: COC1C=C(OC)C=CC=1C[N:6]([C:32]1[CH:37]=[CH:36][N:35]=[CH:34][N:33]=1)[S:7]([C:10]1[CH:15]=[CH:14][C:13]([O:16][C@H:17]2[CH2:23][CH2:22][CH2:21][CH2:20][CH2:19][C@@H:18]2[C:24]2[N:28]([CH3:29])[N:27]=[CH:26][CH:25]=2)=[C:12]([F:30])[C:11]=1[F:31])(=[O:9])=[O:8].C([SiH](CC)CC)C.FC(F)(F)C(O)=O. Product: [F:31][C:11]1[C:12]([F:30])=[C:13]([O:16][C@H:17]2[CH2:23][CH2:22][CH2:21][CH2:20][CH2:19][C@@H:18]2[C:24]2[N:28]([CH3:29])[N:27]=[CH:26][CH:25]=2)[CH:14]=[CH:15][C:10]=1[S:7]([NH:6][C:32]1[CH:37]=[CH:36][N:35]=[CH:34][N:33]=1)(=[O:8])=[O:9]. The catalyst class is: 4. (3) Reactant: [C:1]([NH2:4])(=[O:3])[CH3:2].[C:5]([OH:9])(=[O:8])[CH:6]=[O:7]. Product: [C:1]([NH:4][CH:6]([OH:7])[C:5]([OH:9])=[O:8])(=[O:3])[CH3:2]. The catalyst class is: 21. (4) Reactant: C(O[CH:5]1[CH2:31][C:30](=[O:32])[CH:29]([CH2:33][CH:34]=[CH2:35])[CH:28]=[C:27]([CH3:36])[CH2:26][CH:25]([CH3:37])[CH2:24][CH:23](OC)[CH:22]2[O:40][C:18]([OH:44])([CH:19]([CH3:43])[CH2:20][CH:21]2[O:41][CH3:42])[C:17](=[O:45])[C:16](=[O:46])[N:15]2[CH:10]([CH2:11][CH2:12][CH2:13][CH2:14]2)[C:9](=[O:47])[O:8][CH:7]([C:48]([CH3:76])=[CH:49][CH:50]2[CH2:55][CH2:54][CH:53]([O:56][Si:57]([C:70]([CH3:73])([CH3:72])[CH3:71])([C:64]3[CH:69]=[CH:68][CH:67]=[CH:66][CH:65]=3)[C:58]3[CH:63]=[CH:62][CH:61]=[CH:60][CH:59]=3)[CH:52]([O:74][CH3:75])[CH2:51]2)[CH:6]1[CH3:77])(=O)C.[C:78](=O)([O-])[O-:79].[K+].[K+]. Product: [CH2:33]([CH:29]1[CH:28]=[C:27]([CH3:36])[CH2:26][CH:25]([CH3:37])[CH:24]([O:79][CH3:78])[CH2:23][CH:22]2[O:40][C:18]([OH:44])([CH:19]([CH3:43])[CH2:20][CH:21]2[O:41][CH3:42])[C:17](=[O:45])[C:16](=[O:46])[N:15]2[CH:10]([CH2:11][CH2:12][CH2:13][CH2:14]2)[C:9](=[O:47])[O:8][CH:7]([C:48]([CH3:76])=[CH:49][CH:50]2[CH2:55][CH2:54][CH:53]([O:56][Si:57]([C:70]([CH3:72])([CH3:71])[CH3:73])([C:64]3[CH:65]=[CH:66][CH:67]=[CH:68][CH:69]=3)[C:58]3[CH:63]=[CH:62][CH:61]=[CH:60][CH:59]=3)[CH:52]([O:74][CH3:75])[CH2:51]2)[CH:6]([CH3:77])[CH:5]=[CH:31][C:30]1=[O:32])[CH:34]=[CH2:35]. The catalyst class is: 305.